From a dataset of Full USPTO retrosynthesis dataset with 1.9M reactions from patents (1976-2016). Predict the reactants needed to synthesize the given product. (1) The reactants are: [C:1]([C:4]1[C:9]2[S:10][C:11]([C:14]([NH:16][C:17]3[CH:26]=[CH:25][C:24]4[C:19](=[CH:20][CH:21]=[CH:22][C:23]=4[C:27]([N:29]4[CH2:32][CH:31]([O:33][CH3:34])[CH2:30]4)=[O:28])[N:18]=3)=[O:15])=[C:12]([CH3:13])[C:8]=2[C:7]([CH2:35][O:36][CH3:37])=[CH:6][CH:5]=1)(=[O:3])[CH3:2].[BrH:38]. Given the product [BrH:38].[C:1]([C:4]1[C:9]2[S:10][C:11]([C:14]([NH:16][C:17]3[CH:26]=[CH:25][C:24]4[C:19](=[CH:20][CH:21]=[CH:22][C:23]=4[C:27]([N:29]4[CH2:32][CH:31]([O:33][CH3:34])[CH2:30]4)=[O:28])[N:18]=3)=[O:15])=[C:12]([CH3:13])[C:8]=2[C:7]([CH2:35][O:36][CH3:37])=[CH:6][CH:5]=1)(=[O:3])[CH3:2], predict the reactants needed to synthesize it. (2) Given the product [F:1][C:2]1[CH:3]=[C:4]([CH2:9][CH2:10][C:11]([O:13][CH2:14][CH3:15])=[O:12])[CH:5]=[CH:6][C:7]=1[F:8], predict the reactants needed to synthesize it. The reactants are: [F:1][C:2]1[CH:3]=[C:4]([CH2:9][CH2:10][C:11]([OH:13])=[O:12])[CH:5]=[CH:6][C:7]=1[F:8].[C:14](Cl)(=O)[CH3:15]. (3) Given the product [CH2:1]([N:8]1[CH:12]=[C:11]([CH2:13][OH:14])[C:10]([CH:18]([CH2:21][CH3:22])[CH2:19][CH3:20])=[N:9]1)[C:2]1[CH:3]=[CH:4][CH:5]=[CH:6][CH:7]=1, predict the reactants needed to synthesize it. The reactants are: [CH2:1]([N:8]1[CH:12]=[C:11]([C:13](OCC)=[O:14])[C:10]([CH:18]([CH2:21][CH3:22])[CH2:19][CH3:20])=[N:9]1)[C:2]1[CH:7]=[CH:6][CH:5]=[CH:4][CH:3]=1.[H-].[Al+3].[Li+].[H-].[H-].[H-].O.O.O.O.O.O.O.O.O.O.[O-]S([O-])(=O)=O.[Na+].[Na+]. (4) Given the product [C:1]([O:5][C:6](=[O:23])[CH2:7][C:8]1[CH2:9][CH2:10][CH2:11][N:12]([CH2:19][C:20]([NH:39][CH2:38][CH2:37][CH2:36][CH2:35][CH2:34][NH:33][C:25]2[NH:24][C:28]3[CH:29]=[CH:30][CH:31]=[CH:32][C:27]=3[N:26]=2)=[O:21])[C:13]2[C:14]=1[CH2:15][CH:16]=[CH:17][CH:18]=2)([CH3:2])([CH3:4])[CH3:3], predict the reactants needed to synthesize it. The reactants are: [C:1]([O:5][C:6](=[O:23])[CH2:7][CH:8]1[C:14]2[CH:15]=[CH:16][CH:17]=[CH:18][C:13]=2[N:12]([CH2:19][C:20](O)=[O:21])[CH2:11][CH2:10][CH2:9]1)([CH3:4])([CH3:3])[CH3:2].[NH:24]1[C:28]2[CH:29]=[CH:30][CH:31]=[CH:32][C:27]=2[N:26]=[C:25]1[NH:33][CH2:34][CH2:35][CH2:36][CH2:37][CH2:38][NH2:39]. (5) Given the product [Cl:29][C:25]1[C:24]([CH3:30])=[C:23]([S:20]([NH:19][C:17]2[S:16][N:15]=[C:14]([CH2:13][C@H:12]([S:40][C:36]3[CH:37]=[CH:38][CH:39]=[C:34]([F:33])[CH:35]=3)[CH3:31])[N:18]=2)(=[O:21])=[O:22])[CH:28]=[CH:27][CH:26]=1, predict the reactants needed to synthesize it. The reactants are: ClC1C(C)=C(S(O[C@H:12]([CH3:31])[CH2:13][C:14]2[N:18]=[C:17]([NH:19][S:20]([C:23]3[CH:28]=[CH:27][CH:26]=[C:25]([Cl:29])[C:24]=3[CH3:30])(=[O:22])=[O:21])[S:16][N:15]=2)(=O)=O)C=CC=1.[F:33][C:34]1[CH:35]=[C:36]([SH:40])[CH:37]=[CH:38][CH:39]=1.C(=O)([O-])[O-].[Na+].[Na+].